The task is: Predict which catalyst facilitates the given reaction.. This data is from Catalyst prediction with 721,799 reactions and 888 catalyst types from USPTO. (1) Reactant: C([O:3][C:4]([C:6]1[CH:7]=[CH:8][C:9]([C:16]2[C:21]([F:22])=[C:20]([O:23][CH3:24])[CH:19]=[C:18]([O:25][CH3:26])[C:17]=2[Cl:27])=[C:10]2[C:15]=1[N:14]=[CH:13][CH:12]=[CH:11]2)=[O:5])C.[Li+].[OH-].C1COCC1. Product: [Cl:27][C:17]1[C:18]([O:25][CH3:26])=[CH:19][C:20]([O:23][CH3:24])=[C:21]([F:22])[C:16]=1[C:9]1[CH:8]=[CH:7][C:6]([C:4]([OH:5])=[O:3])=[C:15]2[C:10]=1[CH:11]=[CH:12][CH:13]=[N:14]2. The catalyst class is: 6. (2) Reactant: [F:1][C:2]1[CH:3]=[C:4]2[C:8](=[CH:9][CH:10]=1)[NH:7][CH:6]=[C:5]2[CH2:11][CH2:12][CH2:13][CH2:14][OH:15].[S:16](Cl)([C:19]1[CH:25]=[CH:24][C:22]([CH3:23])=[CH:21][CH:20]=1)(=[O:18])=[O:17]. Product: [CH3:23][C:22]1[CH:24]=[CH:25][C:19]([S:16]([O:15][CH2:14][CH2:13][CH2:12][CH2:11][C:5]2[C:4]3[C:8](=[CH:9][CH:10]=[C:2]([F:1])[CH:3]=3)[NH:7][CH:6]=2)(=[O:18])=[O:17])=[CH:20][CH:21]=1. The catalyst class is: 2. (3) Product: [S:11]1[CH:12]=[CH:13][CH:14]=[C:10]1[CH2:9][N:8]([CH2:15][C:16]1[S:17][CH:18]=[CH:19][CH:20]=1)[S:5]([CH2:4][CH2:3][N:2]([CH3:1])[CH2:24][C:25]([N:27]([CH2:34][C:35]1[S:36][CH:37]=[CH:38][CH:39]=1)[CH2:28][C:29]1[S:30][CH:31]=[CH:32][CH:33]=1)=[O:26])(=[O:7])=[O:6]. The catalyst class is: 35. Reactant: [CH3:1][NH:2][CH2:3][CH2:4][S:5]([N:8]([CH2:15][C:16]1[S:17][CH:18]=[CH:19][CH:20]=1)[CH2:9][C:10]1[S:11][CH:12]=[CH:13][CH:14]=1)(=[O:7])=[O:6].[H-].[Na+].Br[CH2:24][C:25]([N:27]([CH2:34][C:35]1[S:36][CH:37]=[CH:38][CH:39]=1)[CH2:28][C:29]1[S:30][CH:31]=[CH:32][CH:33]=1)=[O:26]. (4) Reactant: [C:1]([C:3]1[C:4](F)=[C:5]([F:22])[CH:6]=[C:7]2[C:12]=1[N:11]([CH:13]1[CH2:15][CH2:14]1)[C:10]([C:16]([O:18][CH2:19][CH3:20])=[O:17])=[CH:9][C:8]2=[O:21])#[N:2].Cl.Cl.[NH2:26][CH2:27][C:28]12[CH2:35][NH:34][CH2:33][CH:32]1[CH2:31][CH2:30][O:29]2.C(N(CC)CC)C. Product: [NH2:26][CH2:27][C:28]12[CH2:35][N:34]([C:4]3[C:3]([C:1]#[N:2])=[C:12]4[C:7]([C:8](=[O:21])[CH:9]=[C:10]([C:16]([O:18][CH2:19][CH3:20])=[O:17])[N:11]4[CH:13]4[CH2:15][CH2:14]4)=[CH:6][C:5]=3[F:22])[CH2:33][CH:32]1[CH2:31][CH2:30][O:29]2. The catalyst class is: 10. (5) Reactant: [OH:1][C:2]1[CH:11]=[C:10]2[C:5]([C:6](=[O:12])[CH2:7][CH2:8][NH:9]2)=[CH:4][CH:3]=1.[N:13]1([CH2:18][CH2:19]O)[CH:17]=[CH:16][N:15]=[CH:14]1.C1(P(C2C=CC=CC=2)C2C=CC=CC=2)C=CC=CC=1.N(C(OCC)=O)=NC(OCC)=O. Product: [N:13]1([CH2:18][CH2:19][O:1][C:2]2[CH:11]=[C:10]3[C:5]([C:6](=[O:12])[CH2:7][CH2:8][NH:9]3)=[CH:4][CH:3]=2)[CH:17]=[CH:16][N:15]=[CH:14]1. The catalyst class is: 49. (6) Reactant: [CH2:1]([N:5]1[C:13]([S:14][C:15]2[CH:20]=[C:19]([O:21][CH3:22])[CH:18]=[CH:17][C:16]=2[O:23][CH3:24])=[N:12][C:11]2[C:6]1=[N:7][CH:8]=[N:9][C:10]=2N)[CH2:2][CH2:3][CH3:4].N([O-])=[O:27].[Na+]. Product: [CH3:24][O:23][C:16]1[CH:17]=[CH:18][C:19]([O:21][CH3:22])=[CH:20][C:15]=1[S:14][C:13]1[N:5]([CH2:1][CH2:2][CH2:3][CH3:4])[C:6]2[N:7]=[CH:8][NH:9][C:10](=[O:27])[C:11]=2[N:12]=1. The catalyst class is: 86. (7) Reactant: C(OC([N:8]1[CH2:13][CH2:12][CH:11]([CH2:14][CH2:15][O:16][CH2:17][C:18]2[CH:19]=[N:20][CH:21]=[CH:22][CH:23]=2)[CH2:10][CH2:9]1)=O)(C)(C)C.Cl.O1CCOCC1. Product: [N:20]1[CH:21]=[CH:22][CH:23]=[C:18]([CH2:17][O:16][CH2:15][CH2:14][CH:11]2[CH2:12][CH2:13][NH:8][CH2:9][CH2:10]2)[CH:19]=1. The catalyst class is: 12. (8) Reactant: CC1C=CC(S(O[CH2:12][C@@H:13]2[O:17][C:16](=[O:18])[NH:15][CH2:14]2)(=O)=O)=CC=1.[C:19]1(=[O:29])[NH:23][C:22](=[O:24])[C:21]2=[CH:25][CH:26]=[CH:27][CH:28]=[C:20]12.[K].[Cl-].[Na+].O.O. Product: [O:18]=[C:16]1[NH:15][CH2:14][C@H:13]([CH2:12][N:23]2[C:19](=[O:29])[C:20]3[C:21](=[CH:25][CH:26]=[CH:27][CH:28]=3)[C:22]2=[O:24])[O:17]1. The catalyst class is: 3. (9) Reactant: [C:1]([N:8]1[CH2:15][C@@H:14]([F:16])[CH2:13][C@H:9]1[C:10](O)=[O:11])([O:3][C:4]([CH3:7])([CH3:6])[CH3:5])=[O:2].O.C(=O)([O-])[O-].[K+].[K+]. Product: [F:16][C@@H:14]1[CH2:15][N:8]([C:1]([O:3][C:4]([CH3:5])([CH3:6])[CH3:7])=[O:2])[C@H:9]([CH2:10][OH:11])[CH2:13]1. The catalyst class is: 7.